From a dataset of Reaction yield outcomes from USPTO patents with 853,638 reactions. Predict the reaction yield, written as a fraction of the theoretical maximum amount of product (1.0 means a 100% yield; for example, 0.34 means a 34% yield). (1) The yield is 0.840. The product is [Cl:1][C:2]1[CH:24]=[CH:23][C:5]([CH2:6][N:7]2[C:11]([CH2:12][CH2:13][CH2:14][OH:15])=[CH:10][C:9]([O:19][CH:20]([CH3:22])[CH3:21])=[N:8]2)=[C:4]([F:25])[CH:3]=1. The reactants are [Cl:1][C:2]1[CH:24]=[CH:23][C:5]([CH2:6][N:7]2[C:11]([CH2:12][CH2:13][C:14](OCC)=[O:15])=[CH:10][C:9]([O:19][CH:20]([CH3:22])[CH3:21])=[N:8]2)=[C:4]([F:25])[CH:3]=1.[H-].C([Al+]CC(C)C)C(C)C.CO.[C@H](O)(C([O-])=O)[C@@H](O)C([O-])=O.[Na+].[K+]. The catalyst is O1CCCC1.C1(C)C=CC=CC=1. (2) The reactants are COC1C=CC(C[NH:8][C:9]2[N:14]=[C:13]([O:15][C:16]3[CH:21]=[CH:20][C:19]([NH:22][C:23]([NH:25][C:26](=[O:35])[CH2:27][C:28]4[CH:33]=[CH:32][C:31]([F:34])=[CH:30][CH:29]=4)=[O:24])=[CH:18][C:17]=3[F:36])[CH:12]=[CH:11][N:10]=2)=CC=1.CCOC(C)=O. The catalyst is CO.C(Cl)Cl. The product is [NH2:8][C:9]1[N:14]=[C:13]([O:15][C:16]2[CH:21]=[CH:20][C:19]([NH:22][C:23]([NH:25][C:26](=[O:35])[CH2:27][C:28]3[CH:33]=[CH:32][C:31]([F:34])=[CH:30][CH:29]=3)=[O:24])=[CH:18][C:17]=2[F:36])[CH:12]=[CH:11][N:10]=1. The yield is 0.620. (3) The reactants are [C:1]([C:3]1[CH:4]=[C:5]([CH:10]=[C:11]([N+:13]([O-:15])=[O:14])[CH:12]=1)[C:6]([O:8][CH3:9])=[O:7])#[CH:2].I[C:17]1[CH:18]=[C:19]([NH:23][C:24](=[O:30])[O:25][C:26]([CH3:29])([CH3:28])[CH3:27])[CH:20]=[CH:21][CH:22]=1.C(N(CC)C(C)C)(C)C. The catalyst is C1COCC1.O.Cl[Pd](Cl)([P](C1C=CC=CC=1)(C1C=CC=CC=1)C1C=CC=CC=1)[P](C1C=CC=CC=1)(C1C=CC=CC=1)C1C=CC=CC=1.[Cu]I. The product is [C:26]([O:25][C:24]([NH:23][C:19]1[CH:18]=[C:17]([C:2]#[C:1][C:3]2[CH:4]=[C:5]([CH:10]=[C:11]([N+:13]([O-:15])=[O:14])[CH:12]=2)[C:6]([O:8][CH3:9])=[O:7])[CH:22]=[CH:21][CH:20]=1)=[O:30])([CH3:29])([CH3:27])[CH3:28]. The yield is 0.660.